Dataset: Forward reaction prediction with 1.9M reactions from USPTO patents (1976-2016). Task: Predict the product of the given reaction. (1) Given the reactants C(OC(=O)[NH:10][C:11]1[CH:16]=[CH:15][C:14]([CH2:17][C@H:18]2[C@H:26]3[C@@H:22]([N:23]([CH2:28][C:29]4[CH:34]=[CH:33][CH:32]=[C:31]([C:35]([CH3:38])([CH3:37])[CH3:36])[CH:30]=4)[C:24](=[O:27])[O:25]3)[CH2:21][S:20](=[O:40])(=[O:39])[CH2:19]2)=[CH:13][C:12]=1[F:41])C1C=CC=CC=1, predict the reaction product. The product is: [NH2:10][C:11]1[CH:16]=[CH:15][C:14]([CH2:17][C@H:18]2[C@H:26]3[C@@H:22]([N:23]([CH2:28][C:29]4[CH:34]=[CH:33][CH:32]=[C:31]([C:35]([CH3:37])([CH3:38])[CH3:36])[CH:30]=4)[C:24](=[O:27])[O:25]3)[CH2:21][S:20](=[O:39])(=[O:40])[CH2:19]2)=[CH:13][C:12]=1[F:41]. (2) The product is: [ClH:12].[Cl:12][C:11]1[CH:7]=[C:3]([C:4]([NH2:6])=[O:5])[C:1](=[NH:2])[N:30]([CH2:29][C:24]2[CH:25]=[CH:26][CH:27]=[CH:28][C:23]=2[S:20]([CH2:19][CH2:18][O:17][CH3:16])(=[O:21])=[O:22])[CH:10]=1. Given the reactants [C:1]([CH:3]([CH:7]1[C:11]([Cl:12])=[C:10](Cl)C(=O)O1)[C:4]([NH2:6])=[O:5])#[N:2].Cl.[CH3:16][O:17][CH2:18][CH2:19][S:20]([C:23]1[CH:28]=[CH:27][CH:26]=[CH:25][C:24]=1[CH2:29][NH2:30])(=[O:22])=[O:21].C(=O)([O-])[O-].[K+].[K+].[OH-].[Na+], predict the reaction product.